From a dataset of Reaction yield outcomes from USPTO patents with 853,638 reactions. Predict the reaction yield, written as a fraction of the theoretical maximum amount of product (1.0 means a 100% yield; for example, 0.34 means a 34% yield). (1) The reactants are [F:1][C:2]([F:7])([F:6])[C:3]([OH:5])=[O:4].[F:8][C:9]([F:14])([F:13])[C:10]([OH:12])=[O:11].F[C:16](F)(F)[C:17](O)=[O:18].[Cl:22][C:23]1[CH:24]=[N:25][C:26]2[NH:27][C:28]3[CH:29]=[N:30][CH:31]=[C:32]([CH:54]=3)[CH2:33][CH2:34][C:35]3[CH:43]=[C:39]([NH:40][C:41]=1[N:42]=2)[CH:38]=[CH:37][C:36]=3[NH:44][C:45](=[O:53])[CH2:46][C@H:47]1[CH2:52][CH2:51][CH2:50][NH:49][CH2:48]1.C(Cl)(=O)C. No catalyst specified. The product is [F:1][C:2]([F:7])([F:6])[C:3]([OH:5])=[O:4].[F:8][C:9]([F:14])([F:13])[C:10]([OH:12])=[O:11].[C:17]([N:49]1[CH2:50][CH2:51][CH2:52][C@H:47]([CH2:46][C:45]([NH:44][C:36]2[CH:37]=[CH:38][C:39]3[NH:40][C:41]4[N:42]=[C:26]([NH:27][C:28]5[CH:29]=[N:30][CH:31]=[C:32]([CH:54]=5)[CH2:33][CH2:34][C:35]=2[CH:43]=3)[N:25]=[CH:24][C:23]=4[Cl:22])=[O:53])[CH2:48]1)(=[O:18])[CH3:16]. The yield is 0.550. (2) The reactants are [F:1][C:2]1[CH:8]=[C:7]([N+:9]([O-:11])=[O:10])[CH:6]=[CH:5][C:3]=1[NH2:4].C([O-])([O-])=O.[Cs+].[Cs+].Cl[CH2:19][CH2:20][CH2:21][CH:22]1[CH2:26][CH2:25][CH2:24][O:23]1.N#N. The catalyst is CN(C=O)C. The product is [F:1][C:2]1[CH:8]=[C:7]([N+:9]([O-:11])=[O:10])[CH:6]=[CH:5][C:3]=1[NH:4][CH2:19][CH2:20][CH2:21][CH:22]1[CH2:26][CH2:25][CH2:24][O:23]1. The yield is 0.310. (3) The reactants are [CH3:1][C:2]1[CH:7]=[CH:6][C:5]([C@H:8]2[CH2:13][CH2:12][C@H:11]([C@H:14]3[CH2:19][CH2:18][C@H:17]([CH:20]4OC(=O)[CH2:21]4)[CH2:16][CH2:15]3)[CH2:10][CH2:9]2)=[CH:4][CH:3]=1. The catalyst is CCCCCCC. The product is [CH:20]([C@H:17]1[CH2:16][CH2:15][C@H:14]([C@H:11]2[CH2:12][CH2:13][C@H:8]([C:5]3[CH:4]=[CH:3][C:2]([CH3:1])=[CH:7][CH:6]=3)[CH2:9][CH2:10]2)[CH2:19][CH2:18]1)=[CH2:21]. The yield is 0.890. (4) The reactants are Cl[C:2]1[N:3]([CH2:10][C:11]2([CH3:14])[CH2:13][O:12]2)[CH:4]=[C:5]([N+:7]([O-:9])=[O:8])[N:6]=1.[F:15][C:16]([F:32])([F:31])[C:17]1[CH:30]=[CH:29][C:20]([C:21]([CH:23]2[CH2:28][CH2:27][NH:26][CH2:25][CH2:24]2)=[O:22])=[CH:19][CH:18]=1.C([O-])(=O)C.[Na+].CN(C=O)C. The catalyst is O. The product is [CH3:14][C:11]1([CH2:13][N:26]2[CH2:25][CH2:24][CH:23]([C:21](=[O:22])[C:20]3[CH:29]=[CH:30][C:17]([C:16]([F:31])([F:32])[F:15])=[CH:18][CH:19]=3)[CH2:28][CH2:27]2)[O:12][C:2]2=[N:6][C:5]([N+:7]([O-:9])=[O:8])=[CH:4][N:3]2[CH2:10]1. The yield is 0.290. (5) The reactants are [CH2:1]([Si:3]([CH2:22][CH3:23])([CH2:20][CH3:21])[C:4]1[NH:5][C:6]2[C:11]([C:12]=1[CH2:13][CH2:14]O)=[CH:10][C:9]([C:16]([F:19])([F:18])[F:17])=[CH:8][CH:7]=2)[CH3:2].C1(P(C2C=CC=CC=2)C2C=CC=CC=2)C=CC=CC=1.[Br:43]C(Br)(Br)Br. The catalyst is C1COCC1. The product is [Br:43][CH2:14][CH2:13][C:12]1[C:11]2[C:6](=[CH:7][CH:8]=[C:9]([C:16]([F:19])([F:18])[F:17])[CH:10]=2)[NH:5][C:4]=1[Si:3]([CH2:22][CH3:23])([CH2:20][CH3:21])[CH2:1][CH3:2]. The yield is 0.520. (6) The reactants are BrC1C=CC=C(Br)C=1O.[C:10]([CH:15]([CH2:19][CH:20]=[CH2:21])[CH2:16]C=C)([O:12][CH2:13][CH3:14])=[O:11]. The catalyst is O(Cl)Cl.[W].C1(C)C=CC=CC=1. The product is [CH:15]1([C:10]([O:12][CH2:13][CH3:14])=[O:11])[CH2:16][CH:21]=[CH:20][CH2:19]1. The yield is 0.710. (7) The reactants are [CH2:1]([O:8][CH2:9][C:10]1([CH2:30][OH:31])[CH2:29][CH2:28][CH2:27][C:12]2([O:16][C:15](=[O:17])[N:14]([CH2:18][C:19]3[CH:24]=[CH:23][C:22]([O:25][CH3:26])=[CH:21][CH:20]=3)[CH2:13]2)[CH2:11]1)[C:2]1[CH:7]=[CH:6][CH:5]=[CH:4][CH:3]=1.CCN(C(C)C)C(C)C.[CH3:41][S:42](Cl)(=[O:44])=[O:43].Cl. The catalyst is C(Cl)Cl. The product is [CH3:41][S:42]([O:31][CH2:30][C:10]1([CH2:9][O:8][CH2:1][C:2]2[CH:7]=[CH:6][CH:5]=[CH:4][CH:3]=2)[CH2:29][CH2:28][CH2:27][C:12]2([O:16][C:15](=[O:17])[N:14]([CH2:18][C:19]3[CH:24]=[CH:23][C:22]([O:25][CH3:26])=[CH:21][CH:20]=3)[CH2:13]2)[CH2:11]1)(=[O:44])=[O:43]. The yield is 0.870.